Task: Predict the reactants needed to synthesize the given product.. Dataset: Full USPTO retrosynthesis dataset with 1.9M reactions from patents (1976-2016) (1) Given the product [I:1][C:2]1[CH:7]=[CH:6][N:5]([C:8]2[CH:13]=[CH:12][CH:11]=[CH:10][CH:9]=2)[C:4](=[O:14])[C:3]=1[C:15]([OH:17])=[O:16], predict the reactants needed to synthesize it. The reactants are: [I:1][C:2]1[CH:7]=[CH:6][N:5]([C:8]2[CH:13]=[CH:12][CH:11]=[CH:10][CH:9]=2)[C:4](=[O:14])[C:3]=1[C:15]([O:17]C)=[O:16].O.[OH-].[Na+]. (2) Given the product [CH2:1]([O:8][C:9]([N:11]1[CH2:16][CH:15]=[C:14]([C:17]2[CH:22]=[C:21]([CH2:23][N:50]=[N+:51]=[N-:52])[CH:20]=[CH:19][C:18]=2[C:25]([F:28])([F:27])[F:26])[CH2:13][CH2:12]1)=[O:10])[C:2]1[CH:7]=[CH:6][CH:5]=[CH:4][CH:3]=1, predict the reactants needed to synthesize it. The reactants are: [CH2:1]([O:8][C:9]([N:11]1[CH2:16][CH:15]=[C:14]([C:17]2[CH:22]=[C:21]([CH2:23]O)[CH:20]=[CH:19][C:18]=2[C:25]([F:28])([F:27])[F:26])[CH2:13][CH2:12]1)=[O:10])[C:2]1[CH:7]=[CH:6][CH:5]=[CH:4][CH:3]=1.C(N(CC)CC)C.C1(P([N:50]=[N+:51]=[N-:52])(C2C=CC=CC=2)=O)C=CC=CC=1. (3) Given the product [CH3:23][C:24]1([CH3:39])[C:28]2=[N:29][CH:30]=[C:31]([N:33]3[CH2:38][CH2:37][O:36][CH2:35][CH2:34]3)[CH:32]=[C:27]2[N:26]([C:2]2[C:11]3[C:6](=[CH:7][C:8]([F:13])=[CH:9][C:10]=3[F:12])[N:5]=[C:4]([CH2:14][CH2:15][C:16]3[CH:21]=[CH:20][CH:19]=[CH:18][CH:17]=3)[C:3]=2[CH3:22])[CH2:25]1, predict the reactants needed to synthesize it. The reactants are: Cl[C:2]1[C:11]2[C:6](=[CH:7][C:8]([F:13])=[CH:9][C:10]=2[F:12])[N:5]=[C:4]([CH2:14][CH2:15][C:16]2[CH:21]=[CH:20][CH:19]=[CH:18][CH:17]=2)[C:3]=1[CH3:22].[CH3:23][C:24]1([CH3:39])[C:28]2=[N:29][CH:30]=[C:31]([N:33]3[CH2:38][CH2:37][O:36][CH2:35][CH2:34]3)[CH:32]=[C:27]2[NH:26][CH2:25]1.C1(P(C2CCCCC2)C2C=CC=CC=2C2C(C(C)C)=CC(C(C)C)=CC=2C(C)C)CCCCC1.CC(C)([O-])C.[Na+]. (4) The reactants are: [CH:1]([N:4]([CH2:8][C:9]1[CH:14]=[CH:13][C:12](/[CH:15]=[C:16](/[C:18]2[CH:22]=[C:21]([CH3:23])[N:20]([CH2:24][C:25]3[CH:26]=[CH:27][C:28]([N:31](CC4C=CC(OC)=C(OC)C=4)[CH3:32])=[N:29][CH:30]=3)[N:19]=2)\[F:17])=[CH:11][CH:10]=1)[CH:5]([CH3:7])[CH3:6])([CH3:3])[CH3:2].FC(F)(F)C(O)=O. Given the product [CH:5]([N:4]([CH2:8][C:9]1[CH:10]=[CH:11][C:12](/[CH:15]=[C:16](/[C:18]2[CH:22]=[C:21]([CH3:23])[N:20]([CH2:24][C:25]3[CH:26]=[CH:27][C:28]([NH:31][CH3:32])=[N:29][CH:30]=3)[N:19]=2)\[F:17])=[CH:13][CH:14]=1)[CH:1]([CH3:2])[CH3:3])([CH3:6])[CH3:7], predict the reactants needed to synthesize it.